This data is from Merck oncology drug combination screen with 23,052 pairs across 39 cell lines. The task is: Regression. Given two drug SMILES strings and cell line genomic features, predict the synergy score measuring deviation from expected non-interaction effect. (1) Drug 1: O=C(O)C1(Cc2cccc(Nc3nccs3)n2)CCC(Oc2cccc(Cl)c2F)CC1. Drug 2: CC1(c2nc3c(C(N)=O)cccc3[nH]2)CCCN1. Cell line: MSTO. Synergy scores: synergy=-1.69. (2) Drug 1: COC1=C2CC(C)CC(OC)C(O)C(C)C=C(C)C(OC(N)=O)C(OC)C=CC=C(C)C(=O)NC(=CC1=O)C2=O. Drug 2: Cn1cc(-c2cnn3c(N)c(Br)c(C4CCCNC4)nc23)cn1. Cell line: PA1. Synergy scores: synergy=8.00.